Dataset: CYP3A4 inhibition data for predicting drug metabolism from PubChem BioAssay. Task: Regression/Classification. Given a drug SMILES string, predict its absorption, distribution, metabolism, or excretion properties. Task type varies by dataset: regression for continuous measurements (e.g., permeability, clearance, half-life) or binary classification for categorical outcomes (e.g., BBB penetration, CYP inhibition). Dataset: cyp3a4_veith. (1) The drug is Cc1cc(=O)oc2cc(O)c(CN(C)CC(=O)O)cc12. The result is 0 (non-inhibitor). (2) The compound is O=C(NNC(=O)c1ccccc1O)c1ccc(Cl)cc1. The result is 0 (non-inhibitor). (3) The molecule is O=C([O-])C[C@@H]1CCCc2ccccc2[C@H]1O.[Na+]. The result is 0 (non-inhibitor). (4) The drug is CC1CC2=C(NC(=S)NC2c2ccc(F)cc2)/C(=C/c2ccc(F)cc2)C1. The result is 1 (inhibitor). (5) The compound is CC(=O)O[C@H](CC(=O)O)C[N+](C)(C)C. The result is 0 (non-inhibitor). (6) The molecule is COc1cccc(Cn2c(=O)cnc3cnc(Nc4ccccc4)nc32)c1. The result is 1 (inhibitor). (7) The molecule is Cc1ccccc1-c1nccc(NCCN2CCOCC2)n1. The result is 1 (inhibitor). (8) The compound is COc1ccc(-c2cc3ccccc3n2CC(O)CNCCO)cc1.O=C(O)C(=O)O. The result is 1 (inhibitor). (9) The molecule is O=P(O)(CCP(=O)(O)c1ccccc1)c1ccccc1. The result is 0 (non-inhibitor). (10) The drug is Cc1cc(Oc2ccc(-c3ccccc3)cc2)nc(N2CCOCC2)n1. The result is 0 (non-inhibitor).